From a dataset of Full USPTO retrosynthesis dataset with 1.9M reactions from patents (1976-2016). Predict the reactants needed to synthesize the given product. (1) Given the product [O:30]=[C:21]1[N:20]([C:17]2[CH:18]=[CH:19][C:14]([C:11]3[CH2:12][CH2:13][NH:8][CH2:9][CH:10]=3)=[C:15]([F:31])[CH:16]=2)[CH2:24][C@H:23]([CH2:25][NH:26][C:27](=[O:29])[CH3:28])[O:22]1, predict the reactants needed to synthesize it. The reactants are: CC(OC([N:8]1[CH2:13][CH:12]=[C:11]([C:14]2[CH:19]=[CH:18][C:17]([N:20]3[CH2:24][C@H:23]([CH2:25][NH:26][C:27](=[O:29])[CH3:28])[O:22][C:21]3=[O:30])=[CH:16][C:15]=2[F:31])[CH2:10][CH2:9]1)=O)(C)C.FC(F)(F)C(O)=O.C(=O)([O-])[O-].[K+].[K+]. (2) The reactants are: [Cl:1][C:2]1[C:3]([O:12][C:13]2[CH:18]=[C:17]([O:19][CH2:20][CH2:21][O:22][CH3:23])[CH:16]=[CH:15][C:14]=2[CH2:24][CH2:25][C:26](O)=[O:27])=[N:4][CH:5]=[C:6]([C:8]([F:11])([F:10])[F:9])[CH:7]=1.[CH2:29]([N:35]([CH3:40])[S:36]([NH2:39])(=[O:38])=[O:37])[CH2:30][CH2:31][CH2:32][CH2:33][CH3:34].N12CCCN=C1CCCCC2.Cl. Given the product [Cl:1][C:2]1[C:3]([O:12][C:13]2[CH:18]=[C:17]([O:19][CH2:20][CH2:21][O:22][CH3:23])[CH:16]=[CH:15][C:14]=2[CH2:24][CH2:25][C:26]([NH:39][S:36]([N:35]([CH2:29][CH2:30][CH2:31][CH2:32][CH2:33][CH3:34])[CH3:40])(=[O:38])=[O:37])=[O:27])=[N:4][CH:5]=[C:6]([C:8]([F:11])([F:10])[F:9])[CH:7]=1, predict the reactants needed to synthesize it. (3) Given the product [C:6]([C:7]1[CH:8]=[C:9]([CH:12]=[CH:13][CH:14]=1)[C:10]#[N:11])#[CH:5], predict the reactants needed to synthesize it. The reactants are: C[Si]([C:5]#[C:6][C:7]1[CH:8]=[C:9]([CH:12]=[CH:13][CH:14]=1)[C:10]#[N:11])(C)C.C(=O)([O-])[O-].[K+].[K+].